Dataset: Full USPTO retrosynthesis dataset with 1.9M reactions from patents (1976-2016). Task: Predict the reactants needed to synthesize the given product. (1) Given the product [CH3:1][O:2][C:3]1[CH:28]=[CH:27][CH:26]=[CH:25][C:4]=1[CH2:5][NH:6][C:7]1[CH:16]=[CH:15][C:14]2[C:9](=[CH:10][CH:11]=[C:12]([CH2:17][CH2:18][C:19]3[CH:20]=[CH:21][N:22]=[CH:23][CH:24]=3)[CH:13]=2)[N:8]=1, predict the reactants needed to synthesize it. The reactants are: [CH3:1][O:2][C:3]1[CH:28]=[CH:27][CH:26]=[CH:25][C:4]=1[CH2:5][NH:6][C:7]1[CH:16]=[CH:15][C:14]2[C:9](=[CH:10][CH:11]=[C:12](/[CH:17]=[CH:18]/[C:19]3[CH:24]=[CH:23][N:22]=[CH:21][CH:20]=3)[CH:13]=2)[N:8]=1.[H][H]. (2) Given the product [C:1]([O:5][C:6](=[O:15])[NH:7][C@H:8]1[CH2:9][CH2:10][C@H:11]([O:14][CH2:49][C:48]([F:57])([F:47])[C:51]2[CH:56]=[CH:55][CH:54]=[CH:53][CH:52]=2)[CH2:12][CH2:13]1)([CH3:4])([CH3:2])[CH3:3], predict the reactants needed to synthesize it. The reactants are: [C:1]([O:5][C:6](=[O:15])[NH:7][C@H:8]1[CH2:13][CH2:12][C@@H:11]([OH:14])[CH2:10][CH2:9]1)([CH3:4])([CH3:3])[CH3:2].N(C(N1CCCCC1)=O)=NC(N1CCCCC1)=O.C(P(CCCC)CCCC)CCC.[F:47][C:48]([F:57])([C:51]1[CH:56]=[CH:55][CH:54]=[CH:53][CH:52]=1)[CH2:49]O.